From a dataset of Experimental lipophilicity measurements (octanol/water distribution) for 4,200 compounds from AstraZeneca. Regression/Classification. Given a drug SMILES string, predict its absorption, distribution, metabolism, or excretion properties. Task type varies by dataset: regression for continuous measurements (e.g., permeability, clearance, half-life) or binary classification for categorical outcomes (e.g., BBB penetration, CYP inhibition). For this dataset (lipophilicity_astrazeneca), we predict Y. (1) The molecule is Cn1c(-c2ccccc2)cc2onc(-c3ccncc3)c2c1=O. The Y is 3.17 logD. (2) The compound is Cn1nc(C(C)(C)C)cc1NC(=O)Nc1ccc(Cl)cc1. The Y is 3.97 logD. (3) The molecule is Cc1nc(C)c(-c2ccc3c(c2)CC[C@]32CC[C@@H](c3nnn[nH]3)CC2)nc1C(N)=O. The Y is 1.40 logD. (4) The molecule is Oc1ccc2[nH]c(CN3CCC(Cc4ccc(F)cc4)CC3)nc2c1. The Y is 3.80 logD.